This data is from Full USPTO retrosynthesis dataset with 1.9M reactions from patents (1976-2016). The task is: Predict the reactants needed to synthesize the given product. (1) Given the product [CH3:51][O:50][C:47]1[CH:48]=[C:49]2[C:44](=[CH:45][CH:46]=1)[N:43]([CH3:52])[CH:42]=[C:41]2[C:39]1[N:38]([CH2:53][O:54][CH2:55][CH2:56][Si:57]([CH3:60])([CH3:59])[CH3:58])[C:35]2=[N:36][CH:37]=[C:32]([NH:62][NH:61][C:63]([O:65][C:66]([CH3:69])([CH3:68])[CH3:67])=[O:64])[N:33]=[C:34]2[CH:40]=1, predict the reactants needed to synthesize it. The reactants are: C(P(C(C)(C)C)C1C=CC=CC=1C1C(C(C)C)=CC(C(C)C)=CC=1C(C)C)(C)(C)C.Br[C:32]1[N:33]=[C:34]2[CH:40]=[C:39]([C:41]3[C:49]4[C:44](=[CH:45][CH:46]=[C:47]([O:50][CH3:51])[CH:48]=4)[N:43]([CH3:52])[CH:42]=3)[N:38]([CH2:53][O:54][CH2:55][CH2:56][Si:57]([CH3:60])([CH3:59])[CH3:58])[C:35]2=[N:36][CH:37]=1.[NH:61]([C:63]([O:65][C:66]([CH3:69])([CH3:68])[CH3:67])=[O:64])[NH2:62].CC(C)([O-])C.[Na+]. (2) Given the product [CH3:2][C:3]1[CH:4]2[CH2:10][CH:7]([C:8]=1[CH3:9])[CH2:6][CH2:5]2, predict the reactants needed to synthesize it. The reactants are: O[CH2:2][CH:3]1[CH:8]([CH3:9])[CH:7]2[CH2:10][CH:4]1[CH2:5][CH2:6]2.C=C1C(C)C2CC1CC2. (3) Given the product [Br:1][C:2]1[CH:3]=[C:4]([N:8]2[C:12]3[CH:13]([OH:16])[CH2:14][CH2:15][C:11]=3[C:10]([C:17]([O:19][CH2:20][CH3:21])=[O:18])=[N:9]2)[CH:5]=[CH:6][CH:7]=1, predict the reactants needed to synthesize it. The reactants are: [Br:1][C:2]1[CH:3]=[C:4]([N:8]2[C:12]3[C:13](=[O:16])[CH2:14][CH2:15][C:11]=3[C:10]([C:17]([O:19][CH2:20][CH3:21])=[O:18])=[N:9]2)[CH:5]=[CH:6][CH:7]=1.[BH4-].[Na+].